Dataset: Reaction yield outcomes from USPTO patents with 853,638 reactions. Task: Predict the reaction yield, written as a fraction of the theoretical maximum amount of product (1.0 means a 100% yield; for example, 0.34 means a 34% yield). (1) The reactants are C([O:5][C:6](=[O:32])[C@H:7]([NH:10][CH2:11][C:12]1[CH:17]=[CH:16][N:15]=[C:14]2[N:18](C(OC(C)(C)C)=O)[CH:19]=[C:20]([C:21]([O:23][CH3:24])=[O:22])[C:13]=12)[CH2:8][CH3:9])(C)(C)C.[C:33]([OH:39])([C:35]([F:38])([F:37])[F:36])=[O:34]. The catalyst is C(Cl)Cl. The product is [F:36][C:35]([F:38])([F:37])[C:33]([OH:39])=[O:34].[CH3:24][O:23][C:21]([C:20]1[C:13]2[C:14](=[N:15][CH:16]=[CH:17][C:12]=2[CH2:11][NH:10][C@H:7]([CH2:8][CH3:9])[C:6]([OH:32])=[O:5])[NH:18][CH:19]=1)=[O:22]. The yield is 0.990. (2) The reactants are [C:1]1([C:7]2[N:8]=[C:9]([CH2:12][C:13]3([CH2:17][OH:18])[CH2:16][CH2:15][CH2:14]3)[S:10][CH:11]=2)[CH:6]=[CH:5][CH:4]=[CH:3][CH:2]=1.[C:19](Cl)(Cl)=[O:20].[NH2:23][C@@H:24]([CH2:38][CH2:39][CH2:40][CH3:41])[CH:25]([OH:37])[C:26]([NH:28][C@@H:29]([C:31]1[CH:36]=[CH:35][CH:34]=[CH:33][CH:32]=1)[CH3:30])=[O:27].C(N(CC)C(C)C)(C)C.[Cl-].[Na+]. The catalyst is ClCCl.C1(C)C=CC=CC=1.O1CCCC1.C(OCC)(=O)C. The product is [OH:37][CH:25]([C@@H:24]([NH:23][C:19](=[O:20])[O:18][CH2:17][C:13]1([CH2:12][C:9]2[S:10][CH:11]=[C:7]([C:1]3[CH:2]=[CH:3][CH:4]=[CH:5][CH:6]=3)[N:8]=2)[CH2:16][CH2:15][CH2:14]1)[CH2:38][CH2:39][CH2:40][CH3:41])[C:26](=[O:27])[NH:28][C@@H:29]([C:31]1[CH:36]=[CH:35][CH:34]=[CH:33][CH:32]=1)[CH3:30]. The yield is 0.980. (3) The reactants are [S:1]1[CH2:5][C@@H:4]([CH2:6][OH:7])[NH:3][CH2:2]1.[Cl:8][CH2:9][CH:10]1[CH2:12]O1. No catalyst specified. The product is [Cl:8][CH2:9][CH:10]1[O:7][CH2:6][C@@H:4]2[CH2:5][S:1][CH2:2][N:3]2[CH2:12]1. The yield is 0.0240. (4) The reactants are [Li][CH2:2]CCC.[Br:6][C:7]1[C:8]2[C:9]3[CH:31]=[CH:30][S:29][C:10]=3[C:11](=[O:28])[N:12]([CH2:20][O:21][CH2:22][CH2:23][Si:24]([CH3:27])([CH3:26])[CH3:25])[C:13]=2[C:14]([CH3:19])=[CH:15][C:16]=1[O:17][CH3:18].IC. The catalyst is C1COCC1. The product is [Br:6][C:7]1[C:8]2[C:9]3[CH:31]=[C:30]([CH3:2])[S:29][C:10]=3[C:11](=[O:28])[N:12]([CH2:20][O:21][CH2:22][CH2:23][Si:24]([CH3:25])([CH3:26])[CH3:27])[C:13]=2[C:14]([CH3:19])=[CH:15][C:16]=1[O:17][CH3:18]. The yield is 0.550. (5) The reactants are Cl[C:2]1[N:7]=[C:6]([NH:8][C:9]2[CH:13]=[C:12]([CH:14]([CH3:16])[CH3:15])[NH:11][N:10]=2)[CH:5]=[C:4]([Cl:17])[N:3]=1.C(N(C(C)C)CC)(C)C.[C:27]1([C:33]2[CH:37]=[C:36]([CH2:38][NH2:39])[O:35][N:34]=2)[CH:32]=[CH:31][CH:30]=[CH:29][CH:28]=1. The catalyst is C(O)CCC. The product is [Cl:17][C:4]1[N:3]=[C:2]([NH:39][CH2:38][C:36]2[O:35][N:34]=[C:33]([C:27]3[CH:28]=[CH:29][CH:30]=[CH:31][CH:32]=3)[CH:37]=2)[N:7]=[C:6]([NH:8][C:9]2[CH:13]=[C:12]([CH:14]([CH3:16])[CH3:15])[NH:11][N:10]=2)[CH:5]=1. The yield is 0.450.